Task: Regression. Given two drug SMILES strings and cell line genomic features, predict the synergy score measuring deviation from expected non-interaction effect.. Dataset: NCI-60 drug combinations with 297,098 pairs across 59 cell lines (1) Cell line: UACC62. Drug 2: C(CCl)NC(=O)N(CCCl)N=O. Synergy scores: CSS=30.4, Synergy_ZIP=-10.9, Synergy_Bliss=-4.50, Synergy_Loewe=-25.6, Synergy_HSA=0.163. Drug 1: C1=CN(C(=O)N=C1N)C2C(C(C(O2)CO)O)O.Cl. (2) Drug 1: CN(C)N=NC1=C(NC=N1)C(=O)N. Drug 2: C1=CC(=CC=C1CC(C(=O)O)N)N(CCCl)CCCl.Cl. Cell line: HT29. Synergy scores: CSS=6.82, Synergy_ZIP=-1.36, Synergy_Bliss=7.63, Synergy_Loewe=-1.32, Synergy_HSA=3.86. (3) Drug 1: C1CCC(C1)C(CC#N)N2C=C(C=N2)C3=C4C=CNC4=NC=N3. Drug 2: CC1CCC2CC(C(=CC=CC=CC(CC(C(=O)C(C(C(=CC(C(=O)CC(OC(=O)C3CCCCN3C(=O)C(=O)C1(O2)O)C(C)CC4CCC(C(C4)OC)OCCO)C)C)O)OC)C)C)C)OC. Cell line: HL-60(TB). Synergy scores: CSS=-16.0, Synergy_ZIP=3.22, Synergy_Bliss=-5.84, Synergy_Loewe=-31.0, Synergy_HSA=-17.2. (4) Drug 1: CCC1=CC2CC(C3=C(CN(C2)C1)C4=CC=CC=C4N3)(C5=C(C=C6C(=C5)C78CCN9C7C(C=CC9)(C(C(C8N6C)(C(=O)OC)O)OC(=O)C)CC)OC)C(=O)OC.C(C(C(=O)O)O)(C(=O)O)O. Drug 2: CC1CCCC2(C(O2)CC(NC(=O)CC(C(C(=O)C(C1O)C)(C)C)O)C(=CC3=CSC(=N3)C)C)C. Cell line: HL-60(TB). Synergy scores: CSS=26.7, Synergy_ZIP=1.41, Synergy_Bliss=3.04, Synergy_Loewe=1.00, Synergy_HSA=1.01.